This data is from Reaction yield outcomes from USPTO patents with 853,638 reactions. The task is: Predict the reaction yield, written as a fraction of the theoretical maximum amount of product (1.0 means a 100% yield; for example, 0.34 means a 34% yield). (1) The reactants are Cl[C:2]1[O:3][C:4]2[CH:10]=[CH:9][CH:8]=[CH:7][C:5]=2[N:6]=1.[NH2:11][C:12]1[CH:17]=[CH:16][C:15]([CH2:18][C:19]([O:21][CH2:22][CH3:23])=[O:20])=[CH:14][C:13]=1[Cl:24]. The catalyst is C1(C)C(C)=CC=CC=1.C(Cl)(Cl)Cl. The product is [O:3]1[C:4]2[CH:10]=[CH:9][CH:8]=[CH:7][C:5]=2[N:6]=[C:2]1[NH:11][C:12]1[CH:17]=[CH:16][C:15]([CH2:18][C:19]([O:21][CH2:22][CH3:23])=[O:20])=[CH:14][C:13]=1[Cl:24]. The yield is 0.790. (2) The reactants are [CH3:1][O:2][C:3]1[CH:8]=[C:7]([N+:9]([O-:11])=[O:10])[CH:6]=[CH:5][C:4]=1B1OC(C)(C)C(C)(C)O1.[CH3:21][N:22]1[CH:26]=[C:25](I)[CH:24]=[N:23]1.C(=O)([O-])[O-].[Na+].[Na+]. The catalyst is C(O)C.C1(C)C=CC=CC=1.C(OCC)(=O)C.[Pd](Cl)Cl.C1(P(C2C=CC=CC=2)[C-]2C=CC=C2)C=CC=CC=1.[C-]1(P(C2C=CC=CC=2)C2C=CC=CC=2)C=CC=C1.[Fe+2]. The product is [CH3:1][O:2][C:3]1[CH:8]=[C:7]([N+:9]([O-:11])=[O:10])[CH:6]=[CH:5][C:4]=1[C:25]1[CH:24]=[N:23][N:22]([CH3:21])[CH:26]=1. The yield is 0.580. (3) The reactants are [NH2:1][C:2]1[C:11]2[C:6](=[C:7](Br)[CH:8]=[CH:9][CH:10]=2)[N:5]=[N:4][C:3]=1[C:13]([NH:15][CH:16]1[CH2:18][CH2:17]1)=[O:14].[CH3:19][O:20][C:21]1[C:26](B(O)O)=[CH:25][CH:24]=[CH:23][N:22]=1. No catalyst specified. The product is [NH2:1][C:2]1[C:11]2[C:6](=[C:7]([C:26]3[C:21]([O:20][CH3:19])=[N:22][CH:23]=[CH:24][CH:25]=3)[CH:8]=[CH:9][CH:10]=2)[N:5]=[N:4][C:3]=1[C:13]([NH:15][CH:16]1[CH2:18][CH2:17]1)=[O:14]. The yield is 0.760. (4) The reactants are [C:1]1([CH3:14])[CH:6]=[CH:5][C:4]([O:7][CH2:8][C:9]([O:11]CC)=[O:10])=[CH:3][CH:2]=1.[OH-].[Na+]. The catalyst is C(O)C. The product is [C:1]1([CH3:14])[CH:6]=[CH:5][C:4]([O:7][CH2:8][C:9]([OH:11])=[O:10])=[CH:3][CH:2]=1. The yield is 0.940. (5) The reactants are [Cl:1][C:2]1[CH:7]=[CH:6][C:5]([CH3:8])=[CH:4][C:3]=1[O:9][CH3:10].C1C(=O)N([Br:18])C(=O)C1.CC(N=NC(C#N)(C)C)(C#N)C. The catalyst is C(Cl)(Cl)(Cl)Cl. The product is [Br:18][CH2:8][C:5]1[CH:6]=[CH:7][C:2]([Cl:1])=[C:3]([O:9][CH3:10])[CH:4]=1. The yield is 0.920. (6) The reactants are Cl[CH2:2][CH2:3][CH2:4][O:5][C:6]1[CH:11]=[CH:10][C:9]([NH:12][CH:13]=[C:14]2[C:22]3[C:17](=[CH:18][CH:19]=[CH:20][CH:21]=3)[NH:16][C:15]2=[O:23])=[CH:8][CH:7]=1.[Na+].[I-:25]. The catalyst is CC(C)=O. The product is [I:25][CH2:2][CH2:3][CH2:4][O:5][C:6]1[CH:11]=[CH:10][C:9]([NH:12][CH:13]=[C:14]2[C:22]3[C:17](=[CH:18][CH:19]=[CH:20][CH:21]=3)[NH:16][C:15]2=[O:23])=[CH:8][CH:7]=1. The yield is 1.00.